From a dataset of Full USPTO retrosynthesis dataset with 1.9M reactions from patents (1976-2016). Predict the reactants needed to synthesize the given product. (1) The reactants are: [OH:1][C:2]1[CH:7]=[CH:6][C:5]([CH:8]2[CH2:13][CH2:12][C:11](=[O:14])[CH2:10][CH2:9]2)=[CH:4][CH:3]=1.[BH4-].[Na+].Cl. Given the product [OH:14][CH:11]1[CH2:10][CH2:9][CH:8]([C:5]2[CH:4]=[CH:3][C:2]([OH:1])=[CH:7][CH:6]=2)[CH2:13][CH2:12]1, predict the reactants needed to synthesize it. (2) The reactants are: [Cl:1][C:2]1[CH:24]=[CH:23][C:5]([CH2:6][NH:7][C:8]2[CH:17]=[C:16]3[C:11]([C:12]([CH3:22])([CH3:21])[CH2:13][N:14]([CH2:19][CH3:20])[C:15]3=[O:18])=[CH:10][CH:9]=2)=[CH:4][CH:3]=1.N1C=CC=CC=1.[CH3:31][N:32]1[CH:36]=[C:35]([S:37](Cl)(=[O:39])=[O:38])[N:34]=[CH:33]1. Given the product [Cl:1][C:2]1[CH:3]=[CH:4][C:5]([CH2:6][N:7]([C:8]2[CH:17]=[C:16]3[C:11]([C:12]([CH3:21])([CH3:22])[CH2:13][N:14]([CH2:19][CH3:20])[C:15]3=[O:18])=[CH:10][CH:9]=2)[S:37]([C:35]2[N:34]=[CH:33][N:32]([CH3:31])[CH:36]=2)(=[O:39])=[O:38])=[CH:23][CH:24]=1, predict the reactants needed to synthesize it. (3) Given the product [CH2:1]1[O:11][C:10]2[C:3](=[C:4]([CH:5]=[CH:13][CH:14]=[O:15])[CH:7]=[CH:8][CH:9]=2)[O:2]1, predict the reactants needed to synthesize it. The reactants are: [CH2:1]1[O:11][C:10]2[C:3](=[C:4]([CH:7]=[CH:8][CH:9]=2)[CH:5]=O)[O:2]1.C1C[O:15][CH2:14][CH2:13]1. (4) Given the product [CH3:48][N:2]([CH3:1])[CH2:3][CH2:4][NH:5][C:6](=[O:47])[NH:7][C@:8]12[CH2:43][CH2:42][C@@H:41]([C:44]([CH3:46])=[CH2:45])[C@@H:9]1[C@@H:10]1[C@@:23]([CH3:26])([CH2:24][CH2:25]2)[C@@:22]2([CH3:27])[C@@H:13]([C@:14]3([CH3:40])[C@@H:19]([CH2:20][CH2:21]2)[C:18]([CH3:29])([CH3:28])[C:17]([C:30]2[CH:39]=[CH:38][C:33]([C:34]([OH:36])=[O:35])=[CH:32][CH:31]=2)=[CH:16][CH2:15]3)[CH2:12][CH2:11]1, predict the reactants needed to synthesize it. The reactants are: [CH3:1][N:2]([CH3:48])[CH2:3][CH2:4][NH:5][C:6](=[O:47])[NH:7][C@:8]12[CH2:43][CH2:42][C@@H:41]([C:44]([CH3:46])=[CH2:45])[C@@H:9]1[C@@H:10]1[C@@:23]([CH3:26])([CH2:24][CH2:25]2)[C@@:22]2([CH3:27])[C@@H:13]([C@:14]3([CH3:40])[C@@H:19]([CH2:20][CH2:21]2)[C:18]([CH3:29])([CH3:28])[C:17]([C:30]2[CH:39]=[CH:38][C:33]([C:34]([O:36]C)=[O:35])=[CH:32][CH:31]=2)=[CH:16][CH2:15]3)[CH2:12][CH2:11]1.O.[OH-].[Li+].Cl.CO. (5) Given the product [CH3:1][O:2][C:3]1[CH:8]=[CH:7][N:6]=[C:5]([N:9]2[C:13]3[CH:14]=[CH:15][CH:16]=[CH:17][C:12]=3[N:11]([CH2:18][C:19]([OH:21])=[O:20])[C:10]2=[O:26])[N:4]=1, predict the reactants needed to synthesize it. The reactants are: [CH3:1][O:2][C:3]1[CH:8]=[CH:7][N:6]=[C:5]([N:9]2[C:13]3[CH:14]=[CH:15][CH:16]=[CH:17][C:12]=3[N:11]([CH2:18][C:19]([O:21]C(C)(C)C)=[O:20])[C:10]2=[O:26])[N:4]=1.C(Cl)Cl. (6) Given the product [CH3:1][C:2]1[O:6][C:5]([CH2:7][OH:8])=[CH:4][C:3]=1[C:11]1[CH:16]=[CH:15][CH:14]=[C:13]([C:17]([F:20])([F:18])[F:19])[CH:12]=1, predict the reactants needed to synthesize it. The reactants are: [CH3:1][C:2]1[O:6][C:5]([C:7](OC)=[O:8])=[CH:4][C:3]=1[C:11]1[CH:16]=[CH:15][CH:14]=[C:13]([C:17]([F:20])([F:19])[F:18])[CH:12]=1.[H-].[Al+3].[Li+].[H-].[H-].[H-].O.[OH-].[Na+]. (7) Given the product [F:42][C:2]([F:1])([F:41])[C:3]1[CH:4]=[C:5]([C@H:13]([N:15]([CH3:40])[C:16]([N:18]2[CH2:31][CH2:30][C@:21]3([NH:25][CH2:24][CH:23]([C:26]([O-:28])=[O:27])[CH2:22]3)[CH2:20][C@@H:19]2[C:32]2[CH:37]=[CH:36][C:35]([F:38])=[CH:34][C:33]=2[CH3:39])=[O:17])[CH3:14])[CH:6]=[C:7]([C:9]([F:10])([F:11])[F:12])[CH:8]=1.[Na+:44], predict the reactants needed to synthesize it. The reactants are: [F:1][C:2]([F:42])([F:41])[C:3]1[CH:4]=[C:5]([C@H:13]([N:15]([CH3:40])[C:16]([N:18]2[CH2:31][CH2:30][C@:21]3([NH:25][CH2:24][CH:23]([C:26]([O:28]C)=[O:27])[CH2:22]3)[CH2:20][C@@H:19]2[C:32]2[CH:37]=[CH:36][C:35]([F:38])=[CH:34][C:33]=2[CH3:39])=[O:17])[CH3:14])[CH:6]=[C:7]([C:9]([F:12])([F:11])[F:10])[CH:8]=1.[OH-].[Na+:44]. (8) Given the product [NH2:35][CH2:34][C:33]([NH:32][C:29]1[CH:30]=[CH:31][C:26]([C:25]#[C:24][C:21]2[CH:22]=[CH:23][C:18]([C:16]([NH:15][C@@H:5]([CH2:6][NH2:7])[C:3]([NH:2][OH:1])=[O:4])=[O:17])=[CH:19][CH:20]=2)=[CH:27][CH:28]=1)=[O:43], predict the reactants needed to synthesize it. The reactants are: [OH:1][NH:2][C:3]([C@@H:5]([NH:15][C:16]([C:18]1[CH:23]=[CH:22][C:21]([C:24]#[C:25][C:26]2[CH:31]=[CH:30][C:29]([NH:32][C:33](=[O:43])[CH2:34][NH:35]C(OC(C)(C)C)=O)=[CH:28][CH:27]=2)=[CH:20][CH:19]=1)=[O:17])[CH2:6][NH:7]C(OC(C)(C)C)=O)=[O:4].C(O)(C(F)(F)F)=O.C(Cl)Cl.